This data is from Reaction yield outcomes from USPTO patents with 853,638 reactions. The task is: Predict the reaction yield, written as a fraction of the theoretical maximum amount of product (1.0 means a 100% yield; for example, 0.34 means a 34% yield). (1) The reactants are Br[C:2]1[CH:7]=[CH:6][CH:5]=[C:4]([Cl:8])[C:3]=1[N:9]1[C:13]2=[N:14][CH:15]=[N:16][C:17]([O:18][C@@H:19]([CH2:30][O:31][C@H:32]([CH3:45])[CH2:33][O:34][Si:35]([CH:42]([CH3:44])[CH3:43])([CH:39]([CH3:41])[CH3:40])[CH:36]([CH3:38])[CH3:37])[C:20]([NH:22][C:23]3[CH:28]=[N:27][C:26]([CH3:29])=[CH:25][N:24]=3)=[O:21])=[C:12]2[CH:11]=[N:10]1.CC1(C)C2C=CC=C(P(C3C=CC=CC=3)C3C=CC=CC=3)C=2OC2C1=CC=CC=2P(C1C=CC=CC=1)C1C=CC=CC=1.[CH3:88][N:89]1CCCC1=O. The catalyst is C1C=CC(/C=C/C(/C=C/C2C=CC=CC=2)=O)=CC=1.C1C=CC(/C=C/C(/C=C/C2C=CC=CC=2)=O)=CC=1.C1C=CC(/C=C/C(/C=C/C2C=CC=CC=2)=O)=CC=1.[Pd].[Pd].[C-]#N.[Zn+2].[C-]#N. The product is [Cl:8][C:4]1[CH:5]=[CH:6][CH:7]=[C:2]([C:88]#[N:89])[C:3]=1[N:9]1[C:13]2[N:14]=[CH:15][N:16]=[C:17]([O:18][C@@H:19]([CH2:30][O:31][C@H:32]([CH3:45])[CH2:33][O:34][Si:35]([CH:42]([CH3:44])[CH3:43])([CH:39]([CH3:41])[CH3:40])[CH:36]([CH3:38])[CH3:37])[C:20]([NH:22][C:23]3[CH:28]=[N:27][C:26]([CH3:29])=[CH:25][N:24]=3)=[O:21])[C:12]=2[CH:11]=[N:10]1. The yield is 0.790. (2) The reactants are [Cl:1][C:2]1[CH:7]=[CH:6][CH:5]=[CH:4][C:3]=1[CH:8]1[CH2:12][CH2:11][CH2:10][NH:9]1.[C:13]([O:17][C:18](O[C:18]([O:17][C:13]([CH3:16])([CH3:15])[CH3:14])=[O:19])=[O:19])([CH3:16])([CH3:15])[CH3:14].C([O-])(O)=O.[Na+]. The catalyst is C1COCC1.O. The product is [C:13]([O:17][C:18]([N:9]1[CH2:10][CH2:11][CH2:12][CH:8]1[C:3]1[CH:4]=[CH:5][CH:6]=[CH:7][C:2]=1[Cl:1])=[O:19])([CH3:16])([CH3:15])[CH3:14]. The yield is 0.920. (3) The reactants are Br[C:2]1[CH:3]=[C:4]([N+:9]([O-:11])=[O:10])[CH:5]=[CH:6][C:7]=1[CH3:8].ClC1C=CC(NC2N(C)C3C=CC(O[C:31]4C=CN=[C:33]([C:37](NC)=[O:38])[CH:32]=4)=CC=3N=2)=CC=1[N+]([O-])=O.C(N(C(C)C)CC)(C)C. The catalyst is CN1C(=O)CCC1.C1C=CC(P(C2C=CC=CC=2)[C-]2C=CC=C2)=CC=1.C1C=CC(P(C2C=CC=CC=2)[C-]2C=CC=C2)=CC=1.Cl[Pd]Cl.[Fe+2].C(Cl)Cl. The product is [CH3:8][C:7]1[CH:6]=[CH:5][C:4]([N+:9]([O-:11])=[O:10])=[CH:3][C:2]=1[C:33]1[CH:32]=[CH:31][O:38][CH:37]=1. The yield is 0.800. (4) The reactants are [CH3:1][S:2]([C:5]1[CH:6]=[C:7]2[C:12](=[CH:13][CH:14]=1)[N:11]=[C:10]([C:15]1[CH:20]=[CH:19][CH:18]=[C:17]([C:21]([F:24])([F:23])[F:22])[CH:16]=1)[C:9]([CH2:25][N:26]1[CH2:31][CH2:30][CH:29]([N:32]3[CH2:37][CH2:36][O:35][CH2:34][CH2:33]3)[CH2:28][CH2:27]1)=[C:8]2[C:38]([OH:40])=O)(=[O:4])=[O:3].[C:41]1([C@@H:47]([NH2:49])[CH3:48])[CH:46]=[CH:45][CH:44]=[CH:43][CH:42]=1.C(Cl)CCl.C1C=CC2N(O)N=NC=2C=1.C(N(CC)C(C)C)(C)C. The catalyst is CN(C)C=O.O1CCCC1. The product is [CH3:1][S:2]([C:5]1[CH:6]=[C:7]2[C:12](=[CH:13][CH:14]=1)[N:11]=[C:10]([C:15]1[CH:20]=[CH:19][CH:18]=[C:17]([C:21]([F:23])([F:24])[F:22])[CH:16]=1)[C:9]([CH2:25][N:26]1[CH2:31][CH2:30][CH:29]([N:32]3[CH2:37][CH2:36][O:35][CH2:34][CH2:33]3)[CH2:28][CH2:27]1)=[C:8]2[C:38]([NH:49][C@H:47]([C:41]1[CH:46]=[CH:45][CH:44]=[CH:43][CH:42]=1)[CH3:48])=[O:40])(=[O:3])=[O:4]. The yield is 0.470. (5) The product is [C:28]1([S:25]([C:10]([CH:12]2[CH2:24][C:15]3[NH:16][C:17]4[CH:18]=[CH:19][C:20]([Cl:23])=[CH:21][C:22]=4[C:14]=3[CH2:13]2)([F:11])[C:8]2[O:7][N:6]=[C:5]([C:3]([OH:4])=[O:2])[N:9]=2)(=[O:27])=[O:26])[CH:29]=[CH:30][CH:31]=[CH:32][CH:33]=1. The catalyst is CO.C1COCC1.O. The reactants are C[O:2][C:3]([C:5]1[N:9]=[C:8]([C:10]([S:25]([C:28]2[CH:33]=[CH:32][CH:31]=[CH:30][CH:29]=2)(=[O:27])=[O:26])([CH:12]2[CH2:24][C:15]3[NH:16][C:17]4[CH:18]=[CH:19][C:20]([Cl:23])=[CH:21][C:22]=4[C:14]=3[CH2:13]2)[F:11])[O:7][N:6]=1)=[O:4].[OH-].[Na+].[NH4+].[Cl-]. The yield is 0.520. (6) The product is [Cl:1][C:2]1[C:7]([Cl:8])=[CH:6][C:5]([CH2:9][NH:10][C:26]([CH:23]2[CH2:24][CH2:25][N:20]([C:18]([O:17][C:13]([CH3:16])([CH3:15])[CH3:14])=[O:19])[CH2:21][CH2:22]2)=[O:27])=[C:4]([O:11][CH3:12])[CH:3]=1. The yield is 0.620. The reactants are [Cl:1][C:2]1[C:7]([Cl:8])=[CH:6][C:5]([CH2:9][NH2:10])=[C:4]([O:11][CH3:12])[CH:3]=1.[C:13]([O:17][C:18]([N:20]1[CH2:25][CH2:24][CH:23]([C:26](O)=[O:27])[CH2:22][CH2:21]1)=[O:19])([CH3:16])([CH3:15])[CH3:14].F[P-](F)(F)(F)(F)F.N1(O[P+](N(C)C)(N(C)C)N(C)C)C2C=CC=CC=2N=N1.CCN(C(C)C)C(C)C. The catalyst is CN(C=O)C.O. (7) The reactants are [CH2:1]([O:8][C:9]([N:11]1[CH2:16][CH2:15][CH:14]([C:17]([O:19][CH:20]([C:31]2[CH:36]=[CH:35][C:34]([O:37][CH3:38])=[CH:33][CH:32]=2)[C:21]([C:23]2[CH:28]=[CH:27][C:26]([O:29][CH3:30])=[CH:25][CH:24]=2)=O)=O)[CH2:13][CH2:12]1)=[O:10])[C:2]1[CH:7]=[CH:6][CH:5]=[CH:4][CH:3]=1.C([O-])(=O)C.[NH4+:43]. The catalyst is C(O)(=O)C. The product is [CH2:1]([O:8][C:9]([N:11]1[CH2:16][CH2:15][CH:14]([C:17]2[O:19][C:20]([C:31]3[CH:36]=[CH:35][C:34]([O:37][CH3:38])=[CH:33][CH:32]=3)=[C:21]([C:23]3[CH:28]=[CH:27][C:26]([O:29][CH3:30])=[CH:25][CH:24]=3)[N:43]=2)[CH2:13][CH2:12]1)=[O:10])[C:2]1[CH:7]=[CH:6][CH:5]=[CH:4][CH:3]=1. The yield is 0.930. (8) The yield is 0.470. The catalyst is C1COCC1. The reactants are [NH2:1][C:2]1[CH:27]=[CH:26][C:5]([C:6]([NH:8][C:9]2[S:13][C:12]([NH:14][C:15]3[CH:20]=[CH:19][C:18]([O:21][CH3:22])=[CH:17][CH:16]=3)=[N:11][C:10]=2[C:23]([NH2:25])=[O:24])=[O:7])=[CH:4][CH:3]=1.CCN(CC)CC.[CH3:35][S:36](Cl)(=[O:38])=[O:37]. The product is [CH3:22][O:21][C:18]1[CH:19]=[CH:20][C:15]([NH:14][C:12]2[S:13][C:9]([NH:8][C:6](=[O:7])[C:5]3[CH:4]=[CH:3][C:2]([N:1]([S:36]([CH3:35])(=[O:38])=[O:37])[S:36]([CH3:35])(=[O:38])=[O:37])=[CH:27][CH:26]=3)=[C:10]([C:23]([NH2:25])=[O:24])[N:11]=2)=[CH:16][CH:17]=1. (9) The reactants are [NH2:1][C:2]1[C:11]2[C:6](=[C:7](I)[C:8]([F:12])=[CH:9][CH:10]=2)[N:5]=[N:4][C:3]=1[C:14]([NH:16][CH:17]1[CH2:19][CH2:18]1)=[O:15].[CH3:20][O:21][C:22]1[C:27](B(O)O)=[CH:26][CH:25]=[CH:24][N:23]=1. No catalyst specified. The product is [NH2:1][C:2]1[C:11]2[C:6](=[C:7]([C:27]3[C:22]([O:21][CH3:20])=[N:23][CH:24]=[CH:25][CH:26]=3)[C:8]([F:12])=[CH:9][CH:10]=2)[N:5]=[N:4][C:3]=1[C:14]([NH:16][CH:17]1[CH2:19][CH2:18]1)=[O:15]. The yield is 0.620.